This data is from NCI-60 drug combinations with 297,098 pairs across 59 cell lines. The task is: Regression. Given two drug SMILES strings and cell line genomic features, predict the synergy score measuring deviation from expected non-interaction effect. (1) Drug 1: C1=NC2=C(N=C(N=C2N1C3C(C(C(O3)CO)O)F)Cl)N. Drug 2: C(CCl)NC(=O)N(CCCl)N=O. Cell line: SF-295. Synergy scores: CSS=8.38, Synergy_ZIP=0.184, Synergy_Bliss=1.43, Synergy_Loewe=-1.39, Synergy_HSA=-1.67. (2) Drug 1: C1=CC(=C2C(=C1NCCNCCO)C(=O)C3=C(C=CC(=C3C2=O)O)O)NCCNCCO. Drug 2: CCCS(=O)(=O)NC1=C(C(=C(C=C1)F)C(=O)C2=CNC3=C2C=C(C=N3)C4=CC=C(C=C4)Cl)F. Cell line: MDA-MB-231. Synergy scores: CSS=16.2, Synergy_ZIP=-5.45, Synergy_Bliss=-5.00, Synergy_Loewe=-31.9, Synergy_HSA=-6.48. (3) Drug 1: C#CCC(CC1=CN=C2C(=N1)C(=NC(=N2)N)N)C3=CC=C(C=C3)C(=O)NC(CCC(=O)O)C(=O)O. Drug 2: C(CCl)NC(=O)N(CCCl)N=O. Cell line: NCIH23. Synergy scores: CSS=2.30, Synergy_ZIP=-1.27, Synergy_Bliss=-0.147, Synergy_Loewe=1.26, Synergy_HSA=-0.920. (4) Drug 1: C1=C(C(=O)NC(=O)N1)N(CCCl)CCCl. Drug 2: CC12CCC3C(C1CCC2OP(=O)(O)O)CCC4=C3C=CC(=C4)OC(=O)N(CCCl)CCCl.[Na+]. Cell line: MCF7. Synergy scores: CSS=-6.19, Synergy_ZIP=-5.41, Synergy_Bliss=-7.38, Synergy_Loewe=-30.4, Synergy_HSA=-13.8. (5) Drug 1: C1CC(=O)NC(=O)C1N2CC3=C(C2=O)C=CC=C3N. Drug 2: C1=CC=C(C=C1)NC(=O)CCCCCCC(=O)NO. Cell line: RXF 393. Synergy scores: CSS=14.1, Synergy_ZIP=-1.42, Synergy_Bliss=2.86, Synergy_Loewe=3.72, Synergy_HSA=3.74.